From a dataset of Forward reaction prediction with 1.9M reactions from USPTO patents (1976-2016). Predict the product of the given reaction. (1) Given the reactants [CH3:1][O:2][C:3]1[CH:4]=[C:5]([CH:25]=[CH:26][CH:27]=1)[O:6][CH2:7][C:8]1[CH:24]=[CH:23][C:11]2[CH2:12][CH2:13][N:14](C(=O)C(F)(F)F)[CH2:15][CH2:16][C:10]=2[CH:9]=1.[OH-].[Na+], predict the reaction product. The product is: [CH3:1][O:2][C:3]1[CH:4]=[C:5]([CH:25]=[CH:26][CH:27]=1)[O:6][CH2:7][C:8]1[CH:24]=[CH:23][C:11]2[CH2:12][CH2:13][NH:14][CH2:15][CH2:16][C:10]=2[CH:9]=1. (2) Given the reactants Cl[C:2]1[C:3]([C:9]([OH:11])=O)=[N:4][C:5](Cl)=[CH:6][CH:7]=1.[NH2:12][C:13]1[S:14][CH:15]=[CH:16][N:17]=1.[CH:18]1([C:21]2[N:26]=[CH:25][C:24]([SH:27])=[CH:23][CH:22]=2)[CH2:20][CH2:19]1.[SH:28][C:29]1[N:33]=[CH:32][NH:31][N:30]=1, predict the reaction product. The product is: [CH:18]1([C:21]2[N:26]=[CH:25][C:24]([S:27][C:2]3[C:3]([C:9]([NH:12][C:13]4[S:14][CH:15]=[CH:16][N:17]=4)=[O:11])=[N:4][C:5]([S:28][C:29]4[NH:33][CH:32]=[N:31][N:30]=4)=[CH:6][CH:7]=3)=[CH:23][CH:22]=2)[CH2:20][CH2:19]1. (3) Given the reactants [C:1](=[O:4])([O-])[O-].[K+].[K+].Br[C:8]1[CH:13]=[CH:12][C:11]([NH:14][C:15]([C:17]2[CH:18]=[C:19]([C:25]3[CH:30]=[CH:29][CH:28]=[C:27](OC)[CH:26]=3)[C:20]([O:23][CH3:24])=[CH:21][CH:22]=2)=[O:16])=[C:10]([N+:33]([O-:35])=[O:34])[CH:9]=1, predict the reaction product. The product is: [OH:23][C:20]1[CH:21]=[CH:22][C:17]([C:8]2[CH:13]=[CH:12][C:11]([NH:14][C:15]([C:17]3[CH:18]=[C:19]([C:25]4[CH:26]=[CH:27][CH:28]=[C:29]([O:4][CH3:1])[CH:30]=4)[C:20]([O:23][CH3:24])=[CH:21][CH:22]=3)=[O:16])=[C:10]([N+:33]([O-:35])=[O:34])[CH:9]=2)=[CH:18][CH:19]=1.